Predict the reactants needed to synthesize the given product. From a dataset of Full USPTO retrosynthesis dataset with 1.9M reactions from patents (1976-2016). Given the product [Br:9][C:5]1[CH:6]=[C:7]2[N:8]=[C:15]([C:14]3[CH:18]=[CH:19][C:11]([OH:21])=[N:12][CH:13]=3)[NH:1][C:2]2=[N:3][CH:4]=1, predict the reactants needed to synthesize it. The reactants are: [NH2:1][C:2]1[C:7]([NH2:8])=[CH:6][C:5]([Br:9])=[CH:4][N:3]=1.Cl[C:11]1[CH:19]=[CH:18][C:14]([C:15](O)=O)=[CH:13][N:12]=1.C(=O)([O-])[OH:21].[Na+].